This data is from Peptide-MHC class II binding affinity with 134,281 pairs from IEDB. The task is: Regression. Given a peptide amino acid sequence and an MHC pseudo amino acid sequence, predict their binding affinity value. This is MHC class II binding data. (1) The peptide sequence is RNLKNAGLIVGQMIL. The MHC is DRB1_0401 with pseudo-sequence DRB1_0401. The binding affinity (normalized) is 0.320. (2) The peptide sequence is NYSLSAAVKAGATLL. The MHC is DRB1_0701 with pseudo-sequence DRB1_0701. The binding affinity (normalized) is 1.00.